This data is from Forward reaction prediction with 1.9M reactions from USPTO patents (1976-2016). The task is: Predict the product of the given reaction. (1) Given the reactants [OH:1][C:2]1[CH:7]=[CH:6][C:5]([C:8]2[CH:13]=[CH:12][CH:11]=[CH:10][C:9]=2[N+:14]([O-:16])=[O:15])=[CH:4][CH:3]=1.C[O:18][C:19]([C:21]1[CH:26]=[CH:25][CH:24]=[C:23]([CH2:27]Br)[N:22]=1)=[O:20], predict the reaction product. The product is: [N+:14]([C:9]1[CH:10]=[CH:11][CH:12]=[CH:13][C:8]=1[C:5]1[CH:6]=[CH:7][C:2]([O:1][CH2:27][C:23]2[N:22]=[C:21]([C:19]([OH:20])=[O:18])[CH:26]=[CH:25][CH:24]=2)=[CH:3][CH:4]=1)([O-:16])=[O:15]. (2) The product is: [CH3:1][N:2]1[C:6]2[C:7]([Br:12])=[C:8]([NH2:11])[CH:9]=[CH:10][C:5]=2[N:4]=[CH:3]1. Given the reactants [CH3:1][N:2]1[C:6]2[CH:7]=[C:8]([NH2:11])[CH:9]=[CH:10][C:5]=2[N:4]=[CH:3]1.[Br:12]Br.N, predict the reaction product. (3) Given the reactants [Cl:1][C:2]1[CH:19]=[CH:18][C:17]([C:20]2[CH:24]=[C:23]([CH3:25])[NH:22][N:21]=2)=[CH:16][C:3]=1[C:4]([NH:6][CH2:7][C:8]1([OH:15])[CH2:14][CH2:13][CH2:12][CH2:11][CH2:10][CH2:9]1)=[O:5].C(=O)([O-])[O-].[Cs+].[Cs+].Br[CH:33]([OH:35])[CH3:34], predict the reaction product. The product is: [Cl:1][C:2]1[CH:19]=[CH:18][C:17]([C:20]2[CH:24]=[C:23]([CH3:25])[N:22]([CH2:34][CH2:33][OH:35])[N:21]=2)=[CH:16][C:3]=1[C:4]([NH:6][CH2:7][C:8]1([OH:15])[CH2:14][CH2:13][CH2:12][CH2:11][CH2:10][CH2:9]1)=[O:5]. (4) Given the reactants [CH2:1]([O:8][C:9]([NH:11][C:12]1[CH:13]=[C:14]([CH:18]=[C:19]([C:21]([F:24])([F:23])[F:22])[CH:20]=1)[C:15]([OH:17])=[O:16])=[O:10])[C:2]1[CH:7]=[CH:6][CH:5]=[CH:4][CH:3]=1.S(Cl)(Cl)=O.[CH3:29]O, predict the reaction product. The product is: [CH3:29][O:16][C:15](=[O:17])[C:14]1[CH:18]=[C:19]([C:21]([F:22])([F:23])[F:24])[CH:20]=[C:12]([NH:11][C:9]([O:8][CH2:1][C:2]2[CH:3]=[CH:4][CH:5]=[CH:6][CH:7]=2)=[O:10])[CH:13]=1. (5) The product is: [Cl:47][C:44]1[S:43][C:42]([C:40]([NH:39][CH2:38][C@@H:36]2[O:35][C:34](=[O:48])[N:33]([C:30]3[CH:31]=[CH:32][C:27]([N:23]4[CH2:24][CH2:25][CH2:26][N:21]([CH2:20][CH2:19][OH:18])[C:22]4=[O:50])=[C:28]([CH3:49])[CH:29]=3)[CH2:37]2)=[O:41])=[CH:46][CH:45]=1. Given the reactants [Si]([O:18][CH2:19][CH2:20][N:21]1[CH2:26][CH2:25][CH2:24][N:23]([C:27]2[CH:32]=[CH:31][C:30]([N:33]3[CH2:37][C@H:36]([CH2:38][NH:39][C:40]([C:42]4[S:43][C:44]([Cl:47])=[CH:45][CH:46]=4)=[O:41])[O:35][C:34]3=[O:48])=[CH:29][C:28]=2[CH3:49])[C:22]1=[O:50])(C(C)(C)C)(C1C=CC=CC=1)C1C=CC=CC=1.[F-].C([N+](CCCC)(CCCC)CCCC)CCC.O.[Cl-].[Na+], predict the reaction product. (6) The product is: [CH:48]1([N:47]=[C:23]=[N:15][CH:16]2[CH2:17][CH2:18][CH2:19][CH2:20][CH2:21]2)[CH2:53][CH2:52][CH2:51][CH2:50][CH2:49]1. Given the reactants CCC[C@H](N[C@H](C([N:15]1[C@H:23](C(O)=O)C[C@H:21]2[C@@H:16]1[CH2:17][CH2:18][CH2:19][CH2:20]2)=O)C)C(OCC)=O.CC(N)(C)C.C1(C)C=CC(S(O)(=O)=O)=CC=1.C([C@@H]1C[C@H:53]2[C@H:48]([CH2:49][CH2:50][CH2:51][CH2:52]2)[NH:47]1)(O)=O.C([C@@H](N[C@H](C(O)=O)C)CCC)(OCC)=O.ON1C2C=CC=CC=2N=N1.C(N(CC)CC)C, predict the reaction product. (7) Given the reactants [Cl:1][C:2]1[CH:9]=[C:8]([N:10]2[C:14]([CH3:15])=[C:13]([OH:16])[C:12]([CH3:17])=[N:11]2)[CH:7]=[CH:6][C:3]=1[C:4]#[N:5].I[CH2:19][C:20]1[CH:21]=[N:22][N:23]([C:30]([C:43]2[CH:48]=[CH:47][CH:46]=[CH:45][CH:44]=2)([C:37]2[CH:42]=[CH:41][CH:40]=[CH:39][CH:38]=2)[C:31]2[CH:36]=[CH:35][CH:34]=[CH:33][CH:32]=2)[C:24]=1[C:25]([O:27][CH2:28][CH3:29])=[O:26], predict the reaction product. The product is: [Cl:1][C:2]1[CH:9]=[C:8]([N:10]2[C:14]([CH3:15])=[C:13]([O:16][CH2:19][C:20]3[CH:21]=[N:22][N:23]([C:30]([C:43]4[CH:48]=[CH:47][CH:46]=[CH:45][CH:44]=4)([C:31]4[CH:32]=[CH:33][CH:34]=[CH:35][CH:36]=4)[C:37]4[CH:42]=[CH:41][CH:40]=[CH:39][CH:38]=4)[C:24]=3[C:25]([O:27][CH2:28][CH3:29])=[O:26])[C:12]([CH3:17])=[N:11]2)[CH:7]=[CH:6][C:3]=1[C:4]#[N:5].